From a dataset of Experimentally validated miRNA-target interactions with 360,000+ pairs, plus equal number of negative samples. Binary Classification. Given a miRNA mature sequence and a target amino acid sequence, predict their likelihood of interaction. (1) The miRNA is hsa-miR-27a-3p with sequence UUCACAGUGGCUAAGUUCCGC. The protein sequence of the target gene is MPSTDLLMLKAFEPYLEILEVYSTKAKNYVNGHCTKYEPWQLIAWSVVWTLLIVWGYEFVFQPESLWSRFKKKCFKLTRKMPIIGRKIQDKLNKTKDDISKNMSFLKVDKEYVKALPSQGLSSSAVLEKLKEYSSMDAFWQEGRASGTVYSGEEKLTELLVKAYGDFAWSNPLHPDIFPGLRKIEAEIVRIACSLFNGGPDSCGCVTSGGTESILMACKAYRDLAFEKGIKTPEIVAPQSAHAAFNKAASYFGMKIVRVPLTKMMEVDVRAMRRAISRNTAMLVCSTPQFPHGVIDPVPE.... Result: 1 (interaction). (2) The miRNA is mmu-miR-5125 with sequence UCUGCCUGGGAUUUCCUUGU. The protein sequence of the target gene is MQVSSLNEVKIYSLSCGKSLPEWLSDRKKRALQKKNVDVRRRIELIQDFEMPTVCTTIKVSKDGQYILATGTYKPRVRCYDTYQLSLKFERCLDSEVVTFEILSDDYSKIVFLHNDRYIEFHSQSGFYYKTRIPKFGRDFSYHYPSCDLYFVGASSEVYRLNLEQGRYLNPLQTDAAENNVCDINAVHGLFATGTIEGRVECWDPRVRKRVGVLDCALNSVTADSEINSLPTISALKFNGALSMAVGTSTGQVLLYDLRSDKPLLVKDHQYGLPIKSVHFQDSLDLVLSADSRIVKMWNK.... Result: 1 (interaction). (3) The miRNA is mmu-let-7b-5p with sequence UGAGGUAGUAGGUUGUGUGGUU. The protein sequence of the target gene is MAGNFDSEERSSWYWGRLSRQEAVALLQGQRHGVFLVRDSSTSPGDYVLSVSENSRVSHYIINSSGPRPPVPPSPAQPPPGVSPSRLRIGDQEFDSLPALLEFYKIHYLDTTTLIEPVARSRQGSGVILRQEEAEYVRALFDFNGNDEEDLPFKKGDILRIRDKPEEQWWNAEDSEGKRGMIPVPYVEKYRPASASVSALIGGNQEGSHPQPLGGPEPGPYAQPSVNTPLPNLQNGPIYARVIQKRVPNAYDKTALALEVGELVKVTKINVSGQWEGECNGKRGHFPFTHVRLLDQQNPD.... Result: 1 (interaction). (4) The miRNA is hsa-miR-30a-3p with sequence CUUUCAGUCGGAUGUUUGCAGC. The protein sequence of the target gene is MGGCFCIPRERSLTRGPGKETPSKDPTVSSECIASSEYKEKCFLPQNINPDLTLSFCVKSRSRRCVNGPLQEAARRRLWALENEDQEVRMLFKDLSARLVSIQSQRAQFLITFKTMEEIWKFSTYLNLGYVSMCLEHLLFDHKYWLNCILVEDTEIQVSVDDKHLETIYLGLLIQEGHFFCRALCSVTPPAEKEGECLTLCKNELISVKMAEAGSELEGVSLVTGQRGLVLVSALEPLPLPFHQWFLKNYPGSCGLSRKRDWTGSYQIGRGRCKALTGYEPGEKDELNFYQGESIEIIGF.... Result: 1 (interaction). (5) The miRNA is hsa-miR-6843-3p with sequence AUGGUCUCCUGUUCUCUGCAG. The protein sequence of the target gene is MAGIFYFILFSFLFGICDAVTGSRVYPANEVTLLDSRSVQGELGWIASPLEGGWEEVSIMDEKNTPIRTYQVCNVMEASQNNWLRTDWITREGAQRVYIEIKFTLRDCNSLPGVMGTCKETFNLYYYESDNDKERFIRESQFGKIDTIAADESFTQVDIGDRIMKLNTEIRDVGPLSKKGFYLAFQDVGACIALVSVRVFYKKCPLTVRNLAQFPDTITGADTSSLVEVRGSCVNNSEEKDVPKMYCGADGEWLVPIGNCLCNAGHEEQNGECQACKIGYYKALSTDASCAKCPPHSYSV.... Result: 0 (no interaction). (6) The miRNA is hsa-miR-6720-5p with sequence UUCCAGCCCUGGUAGGCGCCGCG. The protein sequence of the target gene is MEREGSGGSGGSAGLLQQILSLKVVPRVGNGTLCPNSTSLCSFPEMWYGVFLWALVSSLFFHVPAGLLALFTLRHHKYGRFMSVSILLMGIVGPITAGILTSAAIAGVYRAAGKEMIPFEALTLGTGQTFCVLVVSFLRILATL. Result: 1 (interaction). (7) The miRNA is hsa-miR-377-3p with sequence AUCACACAAAGGCAACUUUUGU. The protein sequence of the target gene is MAPTWGPGMVSVVGPMGLLVVLLVGGCAAEEPPRFIKEPKDQIGVSGGVASFVCQATGDPKPRVTWNKKGKKVNSQRFETIEFDESAGAVLRIQPLRTPRDENVYECVAQNSVGEITVHAKLTVLREDQLPSGFPNIDMGPQLKVVERTRTATMLCAASGNPDPEITWFKDFLPVDPSASNGRIKQLRSETFESTPIRGALQIESSEETDQGKYECVATNSAGVRYSSPANLYVRELREVRRVAPRFSILPMSHEIMPGGNVNITCVAVGSPMPYVKWMQGAEDLTPEDDMPVGRNVLEL.... Result: 1 (interaction). (8) The miRNA is hsa-miR-548d-3p with sequence CAAAAACCACAGUUUCUUUUGC. The protein sequence of the target gene is MAAQIPIVATTSTPGIVRNSKKRPASPSHNGSSGGGYGASKKKKASASSFAQGISMEAMSENKMVPSEFSTGPVEKAAKPLPFKDPNFVHSGHGGAVAGKKNRTWKNLKQILASERALPWQLNDPNYFSIDAPPSFKPAKKYSDVSGLLANYTDPQSKLRFSTIEEFSYIRRLPSDVVTGYLALRKATSIVP. Result: 1 (interaction). (9) The miRNA is hsa-miR-149-5p with sequence UCUGGCUCCGUGUCUUCACUCCC. The protein sequence of the target gene is METLESELTCPICLELFEDPLLLPCAHSLCFNCAHRILVSHCATNESVESITAFQCPTCRHVITLSQRGLDGLKRNVTLQNIIDRFQKASVSGPNSPSETRRERAFDANTMTSAEKVLCQFCDQDPAQDAVKTCVTCEVSYCDECLKATHPNKKPFTGHRLIEPIPDSHIRGLMCLEHEDEKVNMYCVTDDQLICALCKLVGRHRDHQVAALSERYDKLKQNLESNLTNLIKRNTELETLLAKLIQTCQHVEVNASRQEAKLTEECDLLIEIIQQRRQIIGTKIKEGKVMRLRKLAQQIA.... Result: 1 (interaction).